From a dataset of NCI-60 drug combinations with 297,098 pairs across 59 cell lines. Regression. Given two drug SMILES strings and cell line genomic features, predict the synergy score measuring deviation from expected non-interaction effect. (1) Drug 1: CNC(=O)C1=CC=CC=C1SC2=CC3=C(C=C2)C(=NN3)C=CC4=CC=CC=N4. Drug 2: CC1=CC2C(CCC3(C2CCC3(C(=O)C)OC(=O)C)C)C4(C1=CC(=O)CC4)C. Cell line: K-562. Synergy scores: CSS=47.2, Synergy_ZIP=0.641, Synergy_Bliss=2.17, Synergy_Loewe=-53.2, Synergy_HSA=1.63. (2) Drug 1: CC(C)CN1C=NC2=C1C3=CC=CC=C3N=C2N. Drug 2: CCC1(C2=C(COC1=O)C(=O)N3CC4=CC5=C(C=CC(=C5CN(C)C)O)N=C4C3=C2)O.Cl. Cell line: HCT116. Synergy scores: CSS=36.5, Synergy_ZIP=6.78, Synergy_Bliss=4.71, Synergy_Loewe=-20.8, Synergy_HSA=-3.44. (3) Drug 1: C1CN1P(=S)(N2CC2)N3CC3. Drug 2: COC1=NC(=NC2=C1N=CN2C3C(C(C(O3)CO)O)O)N. Cell line: OVCAR-5. Synergy scores: CSS=1.93, Synergy_ZIP=2.03, Synergy_Bliss=7.00, Synergy_Loewe=0.448, Synergy_HSA=2.16. (4) Drug 1: CC1=CC=C(C=C1)C2=CC(=NN2C3=CC=C(C=C3)S(=O)(=O)N)C(F)(F)F. Drug 2: CCC(=C(C1=CC=CC=C1)C2=CC=C(C=C2)OCCN(C)C)C3=CC=CC=C3.C(C(=O)O)C(CC(=O)O)(C(=O)O)O. Cell line: NCI/ADR-RES. Synergy scores: CSS=-0.557, Synergy_ZIP=1.59, Synergy_Bliss=0.434, Synergy_Loewe=-1.35, Synergy_HSA=-3.43. (5) Drug 1: CCCCC(=O)OCC(=O)C1(CC(C2=C(C1)C(=C3C(=C2O)C(=O)C4=C(C3=O)C=CC=C4OC)O)OC5CC(C(C(O5)C)O)NC(=O)C(F)(F)F)O. Drug 2: C1C(C(OC1N2C=NC(=NC2=O)N)CO)O. Cell line: NCI/ADR-RES. Synergy scores: CSS=25.1, Synergy_ZIP=-4.01, Synergy_Bliss=1.78, Synergy_Loewe=2.61, Synergy_HSA=2.83. (6) Synergy scores: CSS=38.5, Synergy_ZIP=3.21, Synergy_Bliss=3.29, Synergy_Loewe=4.24, Synergy_HSA=5.94. Cell line: EKVX. Drug 1: COC1=C(C=C2C(=C1)N=CN=C2NC3=CC(=C(C=C3)F)Cl)OCCCN4CCOCC4. Drug 2: CC(C1=C(C=CC(=C1Cl)F)Cl)OC2=C(N=CC(=C2)C3=CN(N=C3)C4CCNCC4)N. (7) Drug 1: C1=NC(=NC(=O)N1C2C(C(C(O2)CO)O)O)N. Drug 2: C(CCl)NC(=O)N(CCCl)N=O. Cell line: SK-MEL-28. Synergy scores: CSS=14.5, Synergy_ZIP=-2.08, Synergy_Bliss=3.65, Synergy_Loewe=-3.41, Synergy_HSA=1.40.